Dataset: NCI-60 drug combinations with 297,098 pairs across 59 cell lines. Task: Regression. Given two drug SMILES strings and cell line genomic features, predict the synergy score measuring deviation from expected non-interaction effect. (1) Drug 1: CC(C1=C(C=CC(=C1Cl)F)Cl)OC2=C(N=CC(=C2)C3=CN(N=C3)C4CCNCC4)N. Drug 2: CC1=C(C=C(C=C1)NC2=NC=CC(=N2)N(C)C3=CC4=NN(C(=C4C=C3)C)C)S(=O)(=O)N.Cl. Cell line: HS 578T. Synergy scores: CSS=4.89, Synergy_ZIP=5.65, Synergy_Bliss=12.8, Synergy_Loewe=5.48, Synergy_HSA=6.74. (2) Drug 1: C1=NC2=C(N=C(N=C2N1C3C(C(C(O3)CO)O)O)F)N. Drug 2: CC=C1C(=O)NC(C(=O)OC2CC(=O)NC(C(=O)NC(CSSCCC=C2)C(=O)N1)C(C)C)C(C)C. Cell line: RPMI-8226. Synergy scores: CSS=16.9, Synergy_ZIP=-1.23, Synergy_Bliss=0.360, Synergy_Loewe=-7.27, Synergy_HSA=1.61.